This data is from Reaction yield outcomes from USPTO patents with 853,638 reactions. The task is: Predict the reaction yield, written as a fraction of the theoretical maximum amount of product (1.0 means a 100% yield; for example, 0.34 means a 34% yield). (1) The reactants are [O:1]1[C:6]2[CH:7]=[CH:8][C:9]([S:11](Cl)(=[O:13])=[O:12])=[CH:10][C:5]=2[O:4][CH2:3][CH2:2]1.[CH2:15]([C@H:22]([NH:34][C:35](=[O:45])[O:36][C@@H:37]1[C@H:44]2[C@H:40]([O:41][CH2:42][CH2:43]2)[O:39][CH2:38]1)[C@H:23]([OH:33])[CH2:24][NH:25][O:26][CH:27]1[CH2:32][CH2:31][CH2:30][CH2:29][CH2:28]1)[C:16]1[CH:21]=[CH:20][CH:19]=[CH:18][CH:17]=1.C(N(C(C)C)CC)(C)C. The catalyst is O1CCCC1.CN(C1C=CC=CN=1)C. The product is [CH2:15]([C@H:22]([NH:34][C:35](=[O:45])[O:36][C@@H:37]1[C@H:44]2[C@H:40]([O:41][CH2:42][CH2:43]2)[O:39][CH2:38]1)[C@H:23]([OH:33])[CH2:24][N:25]([O:26][CH:27]1[CH2:28][CH2:29][CH2:30][CH2:31][CH2:32]1)[S:11]([C:9]1[CH:8]=[CH:7][C:6]2[O:1][CH2:2][CH2:3][O:4][C:5]=2[CH:10]=1)(=[O:13])=[O:12])[C:16]1[CH:17]=[CH:18][CH:19]=[CH:20][CH:21]=1. The yield is 0.860. (2) The reactants are [C:1]([O:5][C:6]([N:8]([CH2:13][CH2:14][S:15][S:16][C:17]([CH3:20])([CH3:19])[CH3:18])[CH2:9][C:10]([OH:12])=[O:11])=[O:7])([CH3:4])([CH3:3])[CH3:2].Br[CH2:22][C:23]#[N:24].CCN(C(C)C)C(C)C.[Cl-].[NH4+]. The yield is 0.960. The product is [C:1]([O:5][C:6]([N:8]([CH2:13][CH2:14][S:15][S:16][C:17]([CH3:20])([CH3:19])[CH3:18])[CH2:9][C:10]([O:12][CH2:22][C:23]#[N:24])=[O:11])=[O:7])([CH3:4])([CH3:3])[CH3:2]. The catalyst is CN(C=O)C. (3) The reactants are [Cl:1][C:2]1[CH:3]=[CH:4][C:5]2[C:11]3[N:12]=[C:13]([NH:16][C:17]4[CH:22]=[CH:21][C:20]([N+:23]([O-])=O)=[CH:19][CH:18]=4)[N:14]=[CH:15][C:10]=3[CH2:9][N:8]=[C:7]([C:26]3[C:31]([F:32])=[CH:30][CH:29]=[CH:28][C:27]=3[F:33])[C:6]=2[CH:34]=1.C([O-])(O)=O.[Na+]. The catalyst is C(OCC)(=O)C. The product is [Cl:1][C:2]1[CH:3]=[CH:4][C:5]2[C:11]3[N:12]=[C:13]([NH:16][C:17]4[CH:18]=[CH:19][C:20]([NH2:23])=[CH:21][CH:22]=4)[N:14]=[CH:15][C:10]=3[CH2:9][N:8]=[C:7]([C:26]3[C:31]([F:32])=[CH:30][CH:29]=[CH:28][C:27]=3[F:33])[C:6]=2[CH:34]=1. The yield is 1.00. (4) The reactants are [CH3:1][C:2]1[CH:6]=[CH:5][S:4][C:3]=1[C:7]([OH:9])=[O:8].S(Cl)(Cl)=O.[CH2:14](O)[CH3:15]. No catalyst specified. The product is [CH3:1][C:2]1[CH:6]=[CH:5][S:4][C:3]=1[C:7]([O:9][CH2:14][CH3:15])=[O:8]. The yield is 0.990. (5) The reactants are [NH:1]1[C:5]2=[N:6][CH:7]=[C:8]([C:10]([O:12][CH3:13])=[O:11])[CH:9]=[C:4]2[CH:3]=[CH:2]1.C(=O)([O-])[O-].[K+].[K+].[I:20]I.S(=O)(O)[O-].[Na+]. The catalyst is CN(C)C=O.O. The product is [I:20][C:3]1[C:4]2[C:5](=[N:6][CH:7]=[C:8]([C:10]([O:12][CH3:13])=[O:11])[CH:9]=2)[NH:1][CH:2]=1. The yield is 0.730. (6) The reactants are [H-].[Na+].F[C:4]1[CH:9]=[CH:8][C:7]([N+:10]([O-:12])=[O:11])=[CH:6][CH:5]=1.[F:13][C:14]1[CH:19]=[CH:18][CH:17]=[C:16]([F:20])[C:15]=1[OH:21]. The catalyst is CN(C)C=O.O. The product is [F:13][C:14]1[CH:19]=[CH:18][CH:17]=[C:16]([F:20])[C:15]=1[O:21][C:4]1[CH:9]=[CH:8][C:7]([N+:10]([O-:12])=[O:11])=[CH:6][CH:5]=1. The yield is 0.800. (7) The reactants are [CH:1]([C:3]1[CH:17]=[CH:16][C:6]([O:7][C:8]2[N:9]=[CH:10][C:11]([C:14]#[N:15])=[N:12][CH:13]=2)=[CH:5][CH:4]=1)=[O:2].C([O-])([O-])=[O:19].[K+].[K+].OO. The catalyst is CS(C)=O.C(Cl)Cl. The product is [CH:1]([C:3]1[CH:17]=[CH:16][C:6]([O:7][C:8]2[N:9]=[CH:10][C:11]([C:14]([NH2:15])=[O:19])=[N:12][CH:13]=2)=[CH:5][CH:4]=1)=[O:2]. The yield is 0.237. (8) The reactants are C([O-])([O-])=O.[Na+].[Na+].[C:7]([N:11]1[CH:15]=[CH:14][CH:13]=[N:12]1)([CH3:10])([CH3:9])[CH3:8].[Br:16]Br. The catalyst is C(Cl)Cl. The product is [Br:16][C:14]1[CH:13]=[N:12][N:11]([C:7]([CH3:10])([CH3:9])[CH3:8])[CH:15]=1. The yield is 0.850. (9) The reactants are [Cl:1][C:2]1[N:6]2[CH:7]=[CH:8][CH:9]=[CH:10][C:5]2=[N:4][C:3]=1[NH:11][S:12]([C:15]1[CH:16]=[N:17][C:18]([N:21]2[CH2:26][CH2:25][O:24][CH2:23][CH2:22]2)=[CH:19][CH:20]=1)(=[O:14])=[O:13].C([O-])([O-])=O.[Na+].[Na+].[F:33][C:34]1[CH:41]=[CH:40][C:37]([CH2:38]Br)=[CH:36][C:35]=1[C:42]([F:45])([F:44])[F:43]. The catalyst is CN(C=O)C.C(OCC)(=O)C. The product is [Cl:1][C:2]1[N:6]2[CH:7]=[CH:8][CH:9]=[CH:10][C:5]2=[N:4][C:3]=1[N:11]([CH2:38][C:37]1[CH:40]=[CH:41][C:34]([F:33])=[C:35]([C:42]([F:45])([F:43])[F:44])[CH:36]=1)[S:12]([C:15]1[CH:16]=[N:17][C:18]([N:21]2[CH2:26][CH2:25][O:24][CH2:23][CH2:22]2)=[CH:19][CH:20]=1)(=[O:14])=[O:13]. The yield is 0.290. (10) The reactants are Cl[C:2]1[CH:7]=[C:6]([C:8]2[O:9][C:10]([CH3:13])=[CH:11][CH:12]=2)[N:5]=[C:4](CN)[N:3]=1.[C-:16]#[N:17].[Na+].[N:19]12CCN(CC1)C[CH2:20]2. The catalyst is CN1CCCC1=O. The product is [CH3:16][NH:17][C:4]1[N:3]=[C:2]([C:20]#[N:19])[CH:7]=[C:6]([C:8]2[O:9][C:10]([CH3:13])=[CH:11][CH:12]=2)[N:5]=1. The yield is 0.450.